Dataset: Full USPTO retrosynthesis dataset with 1.9M reactions from patents (1976-2016). Task: Predict the reactants needed to synthesize the given product. (1) Given the product [Al:18]([C:19]1[C:28]([F:29])=[C:26]([F:27])[C:24]([F:25])=[C:22]([F:23])[C:20]=1[F:21])([CH3:30])[CH3:41], predict the reactants needed to synthesize it. The reactants are: [Cl-].[Cl-].[Cl-].[Al+3].FC1C([Mg]Br)=C(F)C(F)=C(F)C=1F.[Al:18]([C:41]1C(F)=C(F)C(F)=C(F)C=1F)([C:30]1C(F)=C(F)C(F)=C(F)C=1F)[C:19]1[C:28]([F:29])=[C:26]([F:27])[C:24]([F:25])=[C:22]([F:23])[C:20]=1[F:21].[Al](Cl)(C)C.C1([Li])C(F)=C(F)C(F)=C(F)C=1F. (2) Given the product [CH2:1]([O:4][C:5]1[C:10]([O:11][CH3:12])=[CH:9][CH:8]=[CH:7][C:6]=1[C@@H:13]1[C:19]2[CH:20]=[C:21]([Cl:24])[CH:22]=[CH:23][C:18]=2[N:17]2[C:38]([C:37]([F:48])([F:47])[F:36])=[N:34][N:35]=[C:16]2[C@@H:15]([CH2:26][C:27]([O:29][CH2:30][CH:31]=[CH2:32])=[O:28])[S:14]1)[CH:2]=[CH2:3], predict the reactants needed to synthesize it. The reactants are: [CH2:1]([O:4][C:5]1[C:10]([O:11][CH3:12])=[CH:9][CH:8]=[CH:7][C:6]=1[C@@H:13]1[C:19]2[CH:20]=[C:21]([Cl:24])[CH:22]=[CH:23][C:18]=2[NH:17][C:16](=S)[C@@H:15]([CH2:26][C:27]([O:29][CH2:30][CH:31]=[CH2:32])=[O:28])[S:14]1)[CH:2]=[CH2:3].O.[NH2:34][NH2:35].[F:36][C:37]([F:48])([F:47])[C:38](O[C:38](=O)[C:37]([F:48])([F:47])[F:36])=O.FC(F)(F)C(O)=O. (3) Given the product [C:35]([O:38][C:39](=[O:40])[N:11]([CH2:10][CH:9]=[CH:8][C:5]1[CH:4]=[CH:3][C:2]([Cl:1])=[CH:7][CH:6]=1)[C:12](=[O:26])[CH:13]=[CH:14][C:15]([CH3:25])=[CH:16][C:17]1[CH:22]=[CH:21][C:20]([Cl:23])=[CH:19][C:18]=1[Cl:24])([CH3:37])([CH3:36])[CH3:34], predict the reactants needed to synthesize it. The reactants are: [Cl:1][C:2]1[CH:7]=[CH:6][C:5]([CH:8]=[CH:9][CH2:10][NH:11][C:12](=[O:26])[CH:13]=[CH:14][C:15]([CH3:25])=[CH:16][C:17]2[CH:22]=[CH:21][C:20]([Cl:23])=[CH:19][C:18]=2[Cl:24])=[CH:4][CH:3]=1.CCN(CC)CC.[CH3:34][C:35]([O:38][C:39](O[C:39]([O:38][C:35]([CH3:37])([CH3:36])[CH3:34])=[O:40])=[O:40])([CH3:37])[CH3:36]. (4) Given the product [CH3:13][C:14]1([CH3:30])[C:18]([CH3:20])([CH3:19])[O:17][B:16]([C:7]2[CH:8]=[CH:9][CH:10]=[C:5](/[CH:4]=[CH:3]/[O:2][CH3:1])[C:6]=2[CH3:12])[O:15]1, predict the reactants needed to synthesize it. The reactants are: [CH3:1][O:2][CH:3]=[CH:4][C:5]1[CH:10]=[CH:9][CH:8]=[C:7](Br)[C:6]=1[CH3:12].[CH3:13][C:14]1([CH3:30])[C:18]([CH3:20])([CH3:19])[O:17][B:16]([B:16]2[O:17][C:18]([CH3:20])([CH3:19])[C:14]([CH3:30])([CH3:13])[O:15]2)[O:15]1.C([O-])(=O)C.[K+].O. (5) Given the product [NH2:12][C:13]1[C:22]2[C:17](=[CH:18][C:19]([O:26][CH3:27])=[C:20]([O:24][CH3:25])[C:21]=2[C:4]2[CH:5]=[CH:6][CH:7]=[CH:8][C:3]=2[O:2][CH3:1])[N:16]=[C:15]([N:28]2[CH2:37][CH2:36][C:35]3[N:34]=[CH:33][CH:32]=[CH:31][C:30]=3[CH2:29]2)[N:14]=1, predict the reactants needed to synthesize it. The reactants are: [CH3:1][O:2][C:3]1[CH:8]=[CH:7][CH:6]=[CH:5][C:4]=1B(O)O.[NH2:12][C:13]1[C:22]2[C:17](=[CH:18][C:19]([O:26][CH3:27])=[C:20]([O:24][CH3:25])[C:21]=2I)[N:16]=[C:15]([N:28]2[CH2:37][CH2:36][C:35]3[N:34]=[CH:33][CH:32]=[CH:31][C:30]=3[CH2:29]2)[N:14]=1. (6) Given the product [CH3:1][C:2]1[O:6][C:5]([C:7]([NH:9][C:10]([C:13]2[N:19]([CH3:20])[C:17](=[O:18])[C:16]([O-:21])=[C:15]([C:22]([NH:24][CH2:25][C:26]3[CH:27]=[CH:28][C:29]([F:32])=[CH:30][CH:31]=3)=[O:23])[N:14]=2)([CH3:12])[CH3:11])=[O:8])=[N:4][N:3]=1.[K+:34], predict the reactants needed to synthesize it. The reactants are: [CH3:1][C:2]1[O:6][C:5]([C:7]([NH:9][C:10]([C:13]2[N:19]([CH3:20])[C:17](=[O:18])[C:16]([OH:21])=[C:15]([C:22]([NH:24][CH2:25][C:26]3[CH:27]=[CH:28][C:29]([F:32])=[CH:30][CH:31]=3)=[O:23])[N:14]=2)([CH3:12])[CH3:11])=[O:8])=[N:4][N:3]=1.[OH-].[K+:34].O. (7) Given the product [Cl:8][C:6]1[CH:5]=[CH:4][C:3]([CH2:9][N:10]2[CH2:15][CH2:14][N:13]([C:16]([O:18][C:19]([CH3:22])([CH3:21])[CH3:20])=[O:17])[CH2:12][CH2:11]2)=[C:2]([N:29]2[CH2:30][CH2:31][N:26]3[N:25]=[CH:24][N:23]=[C:27]3[CH2:28]2)[CH:7]=1, predict the reactants needed to synthesize it. The reactants are: Br[C:2]1[CH:7]=[C:6]([Cl:8])[CH:5]=[CH:4][C:3]=1[CH2:9][N:10]1[CH2:15][CH2:14][N:13]([C:16]([O:18][C:19]([CH3:22])([CH3:21])[CH3:20])=[O:17])[CH2:12][CH2:11]1.[N:23]1[CH:24]=[N:25][N:26]2[CH2:31][CH2:30][NH:29][CH2:28][C:27]=12.C([O-])([O-])=O.[Cs+].[Cs+].C1(P(C2C=CC=CC=2)C2C=CC3C(=CC=CC=3)C=2C2C3C(=CC=CC=3)C=CC=2P(C2C=CC=CC=2)C2C=CC=CC=2)C=CC=CC=1. (8) Given the product [Cl:28][C:29]1[CH:34]=[CH:33][C:32]([C:8](=[O:27])[CH2:9][C:10]2[N:14]3[CH:15]=[C:16]([CH3:19])[CH:17]=[CH:18][C:13]3=[N:12][C:11]=2[C:20]2[CH:21]=[CH:22][C:23]([CH3:26])=[CH:24][CH:25]=2)=[CH:31][CH:30]=1, predict the reactants needed to synthesize it. The reactants are: N1C=CC=CC=1S[C:8](=[O:27])[CH2:9][C:10]1[N:14]2[CH:15]=[C:16]([CH3:19])[CH:17]=[CH:18][C:13]2=[N:12][C:11]=1[C:20]1[CH:25]=[CH:24][C:23]([CH3:26])=[CH:22][CH:21]=1.[Cl:28][C:29]1[CH:34]=[CH:33][C:32]([Mg]Br)=[CH:31][CH:30]=1. (9) Given the product [OH:1][C:2]1[C:3](=[O:18])[NH:4][C:5]2[C:10]([C:11]=1[C:12]([O:14][CH2:15][CH3:16])=[O:13])=[CH:9][C:8]([O:21][C:20]([F:40])([F:39])[F:19])=[CH:7][CH:6]=2, predict the reactants needed to synthesize it. The reactants are: [OH:1][C:2]1[C:3](=[O:18])[N:4](C)[C:5]2[C:10]([C:11]=1[C:12]([O:14][CH2:15][CH3:16])=[O:13])=[CH:9][CH:8]=[CH:7][CH:6]=2.[F:19][C:20]([F:40])([F:39])[O:21]C1C=CC(N2C3C(=CC=CC=3)C(=O)C2=O)=CC=1.